This data is from Reaction yield outcomes from USPTO patents with 853,638 reactions. The task is: Predict the reaction yield, written as a fraction of the theoretical maximum amount of product (1.0 means a 100% yield; for example, 0.34 means a 34% yield). The reactants are [O:1]1[CH:5]=[CH:4][CH:3]=[C:2]1[C:6]1[N:10]([C:11]2[CH:16]=[CH:15][C:14]([O:17][CH3:18])=[CH:13][CH:12]=2)[N:9]=[C:8]([C:19]([O:21]C(C)(C)C)=[O:20])[CH:7]=1.FC(F)(F)C(O)=O. The catalyst is ClCCl. The product is [O:1]1[CH:5]=[CH:4][CH:3]=[C:2]1[C:6]1[N:10]([C:11]2[CH:12]=[CH:13][C:14]([O:17][CH3:18])=[CH:15][CH:16]=2)[N:9]=[C:8]([C:19]([OH:21])=[O:20])[CH:7]=1. The yield is 0.960.